Dataset: Reaction yield outcomes from USPTO patents with 853,638 reactions. Task: Predict the reaction yield, written as a fraction of the theoretical maximum amount of product (1.0 means a 100% yield; for example, 0.34 means a 34% yield). (1) The reactants are C1(N)CCCCC1.[C:8]([O:12][C:13](=[O:28])[CH2:14][C@@H:15]([CH2:19][CH2:20][CH2:21][C:22]1[CH:27]=[CH:26][CH:25]=[CH:24][CH:23]=1)[C:16]([OH:18])=[O:17])([CH3:11])([CH3:10])[CH3:9].C(OCC)(=O)C.C(O)(=O)CC(CC(O)=O)(C(O)=O)O.[OH-].[Na+:49]. The catalyst is O. The product is [Na+:49].[C:8]([O:12][C:13](=[O:28])[CH2:14][C@@H:15]([CH2:19][CH2:20][CH2:21][CH:22]1[CH2:23][CH2:24][CH2:25][CH2:26][CH2:27]1)[C:16]([O-:18])=[O:17])([CH3:11])([CH3:9])[CH3:10]. The yield is 0.690. (2) The reactants are [NH:1]([C:6]([O:8][C:9]([CH3:12])([CH3:11])[CH3:10])=[O:7])[CH2:2][C:3]([OH:5])=[O:4].C1CCC(N=C=NC2CCCCC2)CC1.[C:28]([O:32][C:33]1[C:42]2[C:37](=[CH:38][CH:39]=[CH:40][CH:41]=2)[C:36](O)=[C:35]([CH3:44])[C:34]=1[CH2:45]/[CH:46]=[C:47](\[CH3:79])/[CH2:48][CH2:49]/[CH:50]=[C:51](\[CH3:78])/[CH2:52][CH2:53]/[CH:54]=[C:55](\[CH3:77])/[CH2:56][CH2:57]/[CH:58]=[C:59](\[CH3:76])/[CH2:60][CH2:61]/[CH:62]=[C:63](\[CH3:75])/[CH2:64][CH2:65]/[CH:66]=[C:67](\[CH3:74])/[CH2:68][CH2:69][CH:70]=[C:71]([CH3:73])[CH3:72])(=[O:31])[CH2:29][CH3:30]. The catalyst is CN(C1C=CN=CC=1)C.C(Cl)Cl.CCOCC. The product is [C:28]([O:32][C:33]1[C:42]2[C:37](=[CH:38][CH:39]=[CH:40][CH:41]=2)[C:36]([O:4][C:3](=[O:5])[CH2:2][NH:1][C:6]([O:8][C:9]([CH3:12])([CH3:11])[CH3:10])=[O:7])=[C:35]([CH3:44])[C:34]=1[CH2:45]/[CH:46]=[C:47](\[CH3:79])/[CH2:48][CH2:49]/[CH:50]=[C:51](\[CH3:78])/[CH2:52][CH2:53]/[CH:54]=[C:55](\[CH3:77])/[CH2:56][CH2:57]/[CH:58]=[C:59](\[CH3:76])/[CH2:60][CH2:61]/[CH:62]=[C:63](\[CH3:75])/[CH2:64][CH2:65]/[CH:66]=[C:67](\[CH3:74])/[CH2:68][CH2:69][CH:70]=[C:71]([CH3:73])[CH3:72])(=[O:31])[CH2:29][CH3:30]. The yield is 0.410.